Dataset: Experimentally validated miRNA-target interactions with 360,000+ pairs, plus equal number of negative samples. Task: Binary Classification. Given a miRNA mature sequence and a target amino acid sequence, predict their likelihood of interaction. (1) The miRNA is cel-miR-80-5p with sequence AGCUUUCGACAUGAUUCUGAAC. The protein sequence of the target gene is MELEQREGTMAAVGFEEFSAPPGSELALPPLFGGHILESELETEVEFVSGGLGGSGLRERDEEEEAARGRRRRQRELNRRKYQALGRRCREIEQVNERVLNRLHQVQRITRRLQQERRFLMRVLDSYGDDYRASQFTIVLEDEGSQGTDAPTPGNAENEPPEKETLSPPRRTPAPPEPGSPAPGEGPSGRKRRRVPRDGRRAGNALTPELAPVQIKVEEDFGFEADEALDSSWVSRGPDKLLPYPTLASPASD. Result: 0 (no interaction). (2) The miRNA is mmu-miR-101c with sequence ACAGUACUGUGAUAACUGA. The protein sequence of the target gene is MGKGQPKEPKIEQSVVDLCKRTVAMNLLQCYPTTTVDEMNCEEWGNGTESTQSVAACQGCIELRKEVTDLRQAVNLILPMLPLYPTIGNGFNATGLAAQPTLQHVIQQSLLRKRPVAQTPTVPQPECPGQIRPVLSSPAAALQNVIMLNPWIMGSSLKPASPTLPNGQIPTTIGETSLQGTDDQTVKWIGPSSVDSNGQKTDSSAASAGDNQNIDVIGDGSESPTSSNHSAQEIALMTSQQTFLNALKDSSFLFTNPVPTVETAPPLRVAPPINGTTNGTAKAGGPERKPRKPVNDDIVK.... Result: 0 (no interaction).